From a dataset of NCI-60 drug combinations with 297,098 pairs across 59 cell lines. Regression. Given two drug SMILES strings and cell line genomic features, predict the synergy score measuring deviation from expected non-interaction effect. (1) Drug 1: CS(=O)(=O)CCNCC1=CC=C(O1)C2=CC3=C(C=C2)N=CN=C3NC4=CC(=C(C=C4)OCC5=CC(=CC=C5)F)Cl. Drug 2: C(=O)(N)NO. Cell line: K-562. Synergy scores: CSS=-5.33, Synergy_ZIP=2.02, Synergy_Bliss=0.837, Synergy_Loewe=-36.7, Synergy_HSA=-6.39. (2) Drug 1: CC1C(C(=O)NC(C(=O)N2CCCC2C(=O)N(CC(=O)N(C(C(=O)O1)C(C)C)C)C)C(C)C)NC(=O)C3=C4C(=C(C=C3)C)OC5=C(C(=O)C(=C(C5=N4)C(=O)NC6C(OC(=O)C(N(C(=O)CN(C(=O)C7CCCN7C(=O)C(NC6=O)C(C)C)C)C)C(C)C)C)N)C. Drug 2: C1C(C(OC1N2C=NC(=NC2=O)N)CO)O. Cell line: UACC62. Synergy scores: CSS=19.6, Synergy_ZIP=3.41, Synergy_Bliss=9.18, Synergy_Loewe=7.83, Synergy_HSA=7.91. (3) Drug 1: CC12CCC3C(C1CCC2=O)CC(=C)C4=CC(=O)C=CC34C. Drug 2: C1=CC(=CC=C1CCC2=CNC3=C2C(=O)NC(=N3)N)C(=O)NC(CCC(=O)O)C(=O)O. Cell line: BT-549. Synergy scores: CSS=41.8, Synergy_ZIP=0.657, Synergy_Bliss=0.0636, Synergy_Loewe=1.68, Synergy_HSA=2.54. (4) Drug 1: COC1=CC(=CC(=C1O)OC)C2C3C(COC3=O)C(C4=CC5=C(C=C24)OCO5)OC6C(C(C7C(O6)COC(O7)C8=CC=CS8)O)O. Drug 2: C1C(C(OC1N2C=NC3=C2NC=NCC3O)CO)O. Cell line: A549. Synergy scores: CSS=42.3, Synergy_ZIP=-3.74, Synergy_Bliss=-5.62, Synergy_Loewe=-35.5, Synergy_HSA=-4.15. (5) Drug 1: CCC1(CC2CC(C3=C(CCN(C2)C1)C4=CC=CC=C4N3)(C5=C(C=C6C(=C5)C78CCN9C7C(C=CC9)(C(C(C8N6C=O)(C(=O)OC)O)OC(=O)C)CC)OC)C(=O)OC)O.OS(=O)(=O)O. Drug 2: C1CC(=O)NC(=O)C1N2C(=O)C3=CC=CC=C3C2=O. Cell line: OVCAR3. Synergy scores: CSS=37.5, Synergy_ZIP=2.25, Synergy_Bliss=4.21, Synergy_Loewe=-54.4, Synergy_HSA=-0.0348.